From a dataset of Reaction yield outcomes from USPTO patents with 853,638 reactions. Predict the reaction yield, written as a fraction of the theoretical maximum amount of product (1.0 means a 100% yield; for example, 0.34 means a 34% yield). (1) The yield is 0.578. The reactants are [C:1]([O:5][C:6](=[O:32])[C:7]1[CH:12]=[C:11]([O:13][CH2:14][C:15]2[CH:20]=[CH:19][CH:18]=[CH:17][CH:16]=2)[C:10]([CH2:21][CH:22]=[CH2:23])=[C:9]([O:24][CH2:25][C:26]2[CH:31]=[CH:30][CH:29]=[CH:28][CH:27]=2)[CH:8]=1)([CH3:4])([CH3:3])[CH3:2].C1C=C(Cl)C=C(C(OO)=[O:41])C=1. The product is [C:1]([O:5][C:6](=[O:32])[C:7]1[CH:8]=[C:9]([O:24][CH2:25][C:26]2[CH:27]=[CH:28][CH:29]=[CH:30][CH:31]=2)[C:10]([CH2:21][CH:22]2[CH2:23][O:41]2)=[C:11]([O:13][CH2:14][C:15]2[CH:16]=[CH:17][CH:18]=[CH:19][CH:20]=2)[CH:12]=1)([CH3:2])([CH3:3])[CH3:4]. The catalyst is C(Cl)Cl. (2) The reactants are Br[C:2]1[CH:3]=[CH:4][C:5]([C:13]([OH:15])=[O:14])=[N:6][C:7]=1[O:8][CH2:9][CH:10]1[CH2:12][CH2:11]1.[O:16]1[CH2:21][CH:20]=[C:19](B2OC(C)(C)C(C)(C)O2)[CH2:18][CH2:17]1.C(=O)([O-])[O-].[Na+].[Na+].O. The catalyst is CN(C=O)C.C(Cl)Cl.[Pd](Cl)Cl.C1(P(C2C=CC=CC=2)[C-]2C=CC=C2)C=CC=CC=1.[C-]1(P(C2C=CC=CC=2)C2C=CC=CC=2)C=CC=C1.[Fe+2]. The product is [CH:10]1([CH2:9][O:8][C:7]2[N:6]=[C:5]([C:13]([OH:15])=[O:14])[CH:4]=[CH:3][C:2]=2[CH:19]2[CH2:20][CH2:21][O:16][CH2:17][CH2:18]2)[CH2:12][CH2:11]1. The yield is 0.494. (3) The reactants are [F:1][C:2]([F:48])([F:47])[S:3](OC1C(C)(C)[C@H]2[C@](C)(CC=1)[C@@H]1[C@](C)([C@@]3(C)[C@H](CC1)[C@H]1[C@H](C(C)=C)CC[C@]1(NCCN1CCS(=O)(=O)CC1)CC3)CC2)(=[O:5])=[O:4].[CH3:49][C:50]1[CH:51]([C:57]([O:59][CH2:60][CH3:61])=[O:58])[CH2:52][CH2:53][C:54](=[O:56])[CH:55]=1. No catalyst specified. The product is [CH3:49][C:50]1[CH:51]([C:57]([O:59][CH2:60][CH3:61])=[O:58])[CH2:52][CH:53]=[C:54]([O:56][S:3]([C:2]([F:48])([F:47])[F:1])(=[O:5])=[O:4])[CH:55]=1. The yield is 0.627. (4) The reactants are [C:1]([O:4][C@H:5]1[CH2:22][CH2:21][C@@:20]2([CH3:23])[C@@H:7]([CH2:8][CH2:9][C@:10]3([CH3:43])[C@@H:19]2[CH2:18][CH2:17][C@H:16]2[C@@:11]3([CH3:42])[CH2:12][CH2:13][C@@:14]3([C:30]([NH:32][NH:33][C:34](=[O:41])[C:35]4[CH:40]=[CH:39][CH:38]=[N:37][CH:36]=4)=O)[CH2:26][CH2:25][C@@H:24]([C:27]([CH3:29])=[CH2:28])[C@@H:15]32)[C:6]1([CH3:45])[CH3:44])(=[O:3])[CH3:2].C(N(CC)CC)C. The catalyst is C(Cl)Cl. The product is [C:1]([O:4][C@H:5]1[CH2:22][CH2:21][C@@:20]2([CH3:23])[C@@H:7]([CH2:8][CH2:9][C@:10]3([CH3:43])[C@@H:19]2[CH2:18][CH2:17][C@H:16]2[C@@:11]3([CH3:42])[CH2:12][CH2:13][C@@:14]3([C:30]4[O:41][C:34]([C:35]5[CH:36]=[N:37][CH:38]=[CH:39][CH:40]=5)=[N:33][N:32]=4)[CH2:26][CH2:25][C@@H:24]([C:27]([CH3:29])=[CH2:28])[C@@H:15]32)[C:6]1([CH3:45])[CH3:44])(=[O:3])[CH3:2]. The yield is 0.950. (5) The reactants are [ClH:1].[F:2][C:3]1[CH:8]=[CH:7][C:6]([C@:9]23[CH2:17][O:16][CH2:15][C@H:14]2[CH2:13][S:12][C:11]([NH2:18])=[N:10]3)=[CH:5][C:4]=1[C:19]1[CH:20]=[N:21][CH:22]=[N:23][CH:24]=1. The catalyst is C(OCC)C.ClCCl. The product is [ClH:1].[ClH:1].[F:2][C:3]1[CH:8]=[CH:7][C:6]([C@:9]23[CH2:17][O:16][CH2:15][C@H:14]2[CH2:13][S:12][C:11]([NH2:18])=[N:10]3)=[CH:5][C:4]=1[C:19]1[CH:20]=[N:21][CH:22]=[N:23][CH:24]=1. The yield is 1.00. (6) The reactants are Br[CH:2]([C:6]1[CH:11]=[CH:10][CH:9]=[CH:8][CH:7]=1)[C:3]([OH:5])=O.Cl.BrC(C1C=CC=CC=1)C(OCC)=O.[CH2:26]([NH2:29])[CH2:27][NH2:28].[O-]CC.[Na+].C(Cl)(Cl)Cl.CO.[NH4+].[OH-]. The catalyst is C(O)C.CCOCC. The product is [O:5]=[C:3]1[CH:2]([C:6]2[CH:11]=[CH:10][CH:9]=[CH:8][CH:7]=2)[NH:29][CH2:26][CH2:27][NH:28]1. The yield is 0.620.